Dataset: Full USPTO retrosynthesis dataset with 1.9M reactions from patents (1976-2016). Task: Predict the reactants needed to synthesize the given product. (1) Given the product [CH3:1][O:2][C:3](=[O:29])[CH:4]([CH2:21][CH2:22][C:23]1[CH:24]=[CH:25][CH:26]=[CH:27][CH:28]=1)[CH:5]([C:6]([N:8]1[CH:12]([CH2:13][C:14]2[CH:15]=[CH:16][CH:17]=[CH:18][CH:19]=2)[CH2:11][O:10][C:9]1=[O:20])=[O:7])[CH2:31][C:32]([O:34][C:35]([CH3:38])([CH3:37])[CH3:36])=[O:33], predict the reactants needed to synthesize it. The reactants are: [CH3:1][O:2][C:3](=[O:29])[CH:4]([CH2:21][CH2:22][C:23]1[CH:28]=[CH:27][CH:26]=[CH:25][CH:24]=1)[CH2:5][C:6]([N:8]1[CH:12]([CH2:13][C:14]2[CH:19]=[CH:18][CH:17]=[CH:16][CH:15]=2)[CH2:11][O:10][C:9]1=[O:20])=[O:7].Br[CH2:31][C:32]([O:34][C:35]([CH3:38])([CH3:37])[CH3:36])=[O:33]. (2) Given the product [ClH:33].[CH2:16]([N:12]1[C:11]2=[N:10][C:5]3[C:6]([C:7]([NH2:8])=[C:15]2[CH2:14][CH2:13]1)=[CH:9][C:2]([F:1])=[CH:3][CH:4]=3)[C:17]1[CH:22]=[CH:21][CH:20]=[CH:19][CH:18]=1, predict the reactants needed to synthesize it. The reactants are: [F:1][C:2]1[CH:3]=[CH:4][C:5]([N:10]=[C:11]2[CH2:15][CH2:14][CH2:13][N:12]2[CH2:16][C:17]2[CH:22]=[CH:21][CH:20]=[CH:19][CH:18]=2)=[C:6]([CH:9]=1)[C:7]#[N:8].C[Si](C)(C)N[Si](C)(C)C.[Na].[Cl-:33].[Na+].O. (3) Given the product [CH2:7]([N:14]([CH2:3][C@H:2]([OH:4])[CH2:1][O:5][CH3:6])[CH2:3][C@H:2]([OH:4])[CH2:1][O:5][CH3:6])[C:8]1[CH:13]=[CH:12][CH:11]=[CH:10][CH:9]=1, predict the reactants needed to synthesize it. The reactants are: [CH2:1]([O:5][CH3:6])[C@H:2]1[O:4][CH2:3]1.[CH2:7]([NH2:14])[C:8]1[CH:13]=[CH:12][CH:11]=[CH:10][CH:9]=1. (4) Given the product [C:1]([C:5]1[CH:6]=[C:7]([N+:15]([O-:17])=[O:16])[C:8]([O:13][CH3:14])=[C:9]([CH:10]([OH:11])[C:20]([F:23])([F:22])[F:21])[CH:12]=1)([CH3:4])([CH3:2])[CH3:3], predict the reactants needed to synthesize it. The reactants are: [C:1]([C:5]1[CH:6]=[C:7]([N+:15]([O-:17])=[O:16])[C:8]([O:13][CH3:14])=[C:9]([CH:12]=1)[CH:10]=[O:11])([CH3:4])([CH3:3])[CH3:2].C[Si](C)(C)[C:20]([F:23])([F:22])[F:21].[F-].C([N+](CCCC)(CCCC)CCCC)CCC.Cl. (5) The reactants are: [CH2:1]1[CH2:12][O:11][C:10]2[CH:9]=[CH:8][C:5]([CH:6]=O)=[CH:4][C:3]=2[O:2]1.C1CO[C:20]2[CH:19]=[CH:18]C(C(O)CCC)=C[C:15]=2[O:14]1.CN(C)C=O.P(Cl)(Cl)(Cl)=O. Given the product [CH:15]([C:20]([CH2:19][CH3:18])=[CH:6][C:5]1[CH:8]=[CH:9][C:10]2[O:11][CH2:12][CH2:1][O:2][C:3]=2[CH:4]=1)=[O:14], predict the reactants needed to synthesize it. (6) Given the product [CH:37]1([NH:40][CH2:1][C:3]2[CH:8]=[CH:7][N:6]=[C:5]([CH2:9][N:10]([CH2:18][C:19](=[O:36])[NH:20][CH:21]3[CH2:22][CH2:23][N:24]([CH2:27][C:28]4[CH:33]=[CH:32][CH:31]=[CH:30][C:29]=4[O:34][CH3:35])[CH2:25][CH2:26]3)[C:11](=[O:17])[O:12][C:13]([CH3:14])([CH3:16])[CH3:15])[CH:4]=2)[CH2:39][CH2:38]1, predict the reactants needed to synthesize it. The reactants are: [CH:1]([C:3]1[CH:8]=[CH:7][N:6]=[C:5]([CH2:9][N:10]([CH2:18][C:19](=[O:36])[NH:20][CH:21]2[CH2:26][CH2:25][N:24]([CH2:27][C:28]3[CH:33]=[CH:32][CH:31]=[CH:30][C:29]=3[O:34][CH3:35])[CH2:23][CH2:22]2)[C:11](=[O:17])[O:12][C:13]([CH3:16])([CH3:15])[CH3:14])[CH:4]=1)=O.[CH:37]1([NH2:40])[CH2:39][CH2:38]1. (7) Given the product [NH2:1][C@H:2]([C:11]([OH:13])=[O:12])[CH2:3][C:4]1[CH:9]=[CH:8][CH:7]=[CH:6][CH:5]=1, predict the reactants needed to synthesize it. The reactants are: [NH2:1][C@H:2]([C:11]([OH:13])=[O:12])[CH2:3][C:4]1[CH:9]=[CH:8][C:7](O)=[CH:6][CH:5]=1.O=C[C@@H]([C@H]([C@@H]([C@@H](CO)O)O)O)O.[NH4+].[Cl-].C1C([C@@H](O)[C@H](NC(C(Cl)Cl)=O)CO)=CC=C([N+]([O-])=O)C=1.C1[C@H](N)[C@@H](O[C@H]2O[C@H](CN)[C@@H](O)[C@H](O)[C@H]2O)[C@H](O)[C@@H](O[C@H]2O[C@H](CO)[C@@H](O)[C@H](N)[C@H]2O)[C@@H]1N. (8) Given the product [OH:1][CH2:2][CH2:3][CH2:4][CH2:5][NH:6][S:7]([C:10]1[CH:15]=[CH:14][C:13]([C:22]2[CH:23]=[CH:24][C:19]([F:18])=[CH:20][CH:21]=2)=[C:12]([CH3:17])[CH:11]=1)(=[O:9])=[O:8], predict the reactants needed to synthesize it. The reactants are: [OH:1][CH2:2][CH2:3][CH2:4][CH2:5][NH:6][S:7]([C:10]1[CH:15]=[CH:14][C:13](Br)=[C:12]([CH3:17])[CH:11]=1)(=[O:9])=[O:8].[F:18][C:19]1[CH:24]=[CH:23][C:22](B(O)O)=[CH:21][CH:20]=1. (9) Given the product [Br:2][C:1]([Br:5])=[CH:26]/[CH:27]=[CH:28]/[C:29]([O:31][CH2:32][CH3:33])=[O:30], predict the reactants needed to synthesize it. The reactants are: [C:1]([Br:5])(Br)(Br)[Br:2].C1(P(C2C=CC=CC=2)C2C=CC=CC=2)C=CC=CC=1.O=[CH:26]/[CH:27]=[CH:28]/[C:29]([O:31][CH2:32][CH3:33])=[O:30].O.